From a dataset of Full USPTO retrosynthesis dataset with 1.9M reactions from patents (1976-2016). Predict the reactants needed to synthesize the given product. (1) Given the product [O:1]=[C:2]1[C:6]2([CH2:7][CH2:8][N:9]([CH2:12][CH2:13][CH2:14][C:15](=[O:22])[C:16]3[CH:17]=[CH:18][CH:19]=[CH:20][CH:21]=3)[CH2:10][CH2:11]2)[N:5]([C:23]2[CH:24]=[CH:25][CH:26]=[CH:27][CH:28]=2)[CH2:4][N:3]1[C:29]1[CH:30]=[C:31]([CH:36]=[CH:37][CH:38]=1)[C:32]([OH:34])=[O:33], predict the reactants needed to synthesize it. The reactants are: [O:1]=[C:2]1[C:6]2([CH2:11][CH2:10][N:9]([CH2:12][CH2:13][CH2:14][C:15](=[O:22])[C:16]3[CH:21]=[CH:20][CH:19]=[CH:18][CH:17]=3)[CH2:8][CH2:7]2)[N:5]([C:23]2[CH:28]=[CH:27][CH:26]=[CH:25][CH:24]=2)[CH2:4][N:3]1[C:29]1[CH:30]=[C:31]([CH:36]=[CH:37][CH:38]=1)[C:32]([O:34]C)=[O:33].O.[OH-].[Li+].Cl.O1CCOCC1. (2) Given the product [CH3:3][N:4]([CH2:5][C:6](=[O:7])[NH:8][C:9]1[CH:10]=[CH:11][C:12]([O:15][C:16]2[CH:21]=[CH:20][CH:19]=[CH:18][CH:17]=2)=[CH:13][CH:14]=1)[CH:22]1[CH2:23][CH2:24][N:25]([C:43]2[N:44]=[CH:35][C:36]([C:37]([O:39][CH3:40])=[O:38])=[CH:41][CH:42]=2)[CH2:26][CH2:27]1, predict the reactants needed to synthesize it. The reactants are: Cl.Cl.[CH3:3][N:4]([CH:22]1[CH2:27][CH2:26][NH:25][CH2:24][CH2:23]1)[CH2:5][C:6]([NH:8][C:9]1[CH:14]=[CH:13][C:12]([O:15][C:16]2[CH:21]=[CH:20][CH:19]=[CH:18][CH:17]=2)=[CH:11][CH:10]=1)=[O:7].C(=O)([O-])[O-].[K+].[K+].Cl[C:35]1[N:44]=[CH:43][CH:42]=[CH:41][C:36]=1[C:37]([O:39][CH3:40])=[O:38].